From a dataset of Reaction yield outcomes from USPTO patents with 853,638 reactions. Predict the reaction yield, written as a fraction of the theoretical maximum amount of product (1.0 means a 100% yield; for example, 0.34 means a 34% yield). (1) The reactants are [C:1]1([CH3:15])[CH:6]=[CH:5][C:4]([O:7][C:8]2[CH:13]=[CH:12][C:11]([OH:14])=[CH:10][CH:9]=2)=[CH:3][CH:2]=1.[H-].[Na+].[C:18]([O:22][C:23]([N:25]1[CH2:29][CH2:28][CH2:27][C@H:26]1[CH2:30]OS(C1C=CC(C)=CC=1)(=O)=O)=[O:24])([CH3:21])([CH3:20])[CH3:19]. The catalyst is CN(C)C=O. The product is [C:18]([O:22][C:23]([N:25]1[CH2:29][CH2:28][CH2:27][C@H:26]1[CH2:30][O:14][C:11]1[CH:12]=[CH:13][C:8]([O:7][C:4]2[CH:3]=[CH:2][C:1]([CH3:15])=[CH:6][CH:5]=2)=[CH:9][CH:10]=1)=[O:24])([CH3:21])([CH3:19])[CH3:20]. The yield is 0.790. (2) The reactants are Cl[C:2]1[N:7]=[C:6]([NH:8][CH:9]2[CH2:17][CH:16]3[N:12]([CH2:13][CH2:14][CH2:15]3)[C:11]([CH3:19])([CH3:18])[CH2:10]2)[C:5]([F:20])=[CH:4][N:3]=1.[NH2:21][C:22]1[CH:23]=[CH:24][C:25]([O:35][CH:36]2[CH2:41][CH2:40][O:39][CH2:38][CH2:37]2)=[C:26]([N:28]2[C:32](=[O:33])[N:31]([CH3:34])[N:30]=[N:29]2)[CH:27]=1. The catalyst is CC(O)C. The product is [NH3:3].[CH3:32][OH:33].[F:20][C:5]1[C:6]([NH:8][CH:9]2[CH2:17][CH:16]3[N:12]([CH2:13][CH2:14][CH2:15]3)[C:11]([CH3:19])([CH3:18])[CH2:10]2)=[N:7][C:2]([NH:21][C:22]2[CH:23]=[CH:24][C:25]([O:35][CH:36]3[CH2:41][CH2:40][O:39][CH2:38][CH2:37]3)=[C:26]([N:28]3[C:32](=[O:33])[N:31]([CH3:34])[N:30]=[N:29]3)[CH:27]=2)=[N:3][CH:4]=1. The yield is 0.0100. (3) The reactants are [F:1][C:2]1[CH:51]=[C:50]([F:52])[CH:49]=[CH:48][C:3]=1[O:4][C:5]1[CH:10]=[CH:9][C:8]([CH2:11][S:12]([CH3:15])(=[O:14])=[O:13])=[CH:7][C:6]=1[C:16]1[C:24]2[C:19](=[C:20]([O:45]C)[N:21]=[C:22]([C:25]3[CH:30]=[C:29]([CH2:31][S:32]([CH3:35])(=[O:34])=[O:33])[CH:28]=[CH:27][C:26]=3[O:36][C:37]3[CH:42]=[CH:41][C:40]([F:43])=[CH:39][C:38]=3[F:44])[CH:23]=2)[N:18]([CH3:47])[CH:17]=1.Cl.O1CCOCC1. No catalyst specified. The product is [F:1][C:2]1[CH:51]=[C:50]([F:52])[CH:49]=[CH:48][C:3]=1[O:4][C:5]1[CH:10]=[CH:9][C:8]([CH2:11][S:12]([CH3:15])(=[O:13])=[O:14])=[CH:7][C:6]=1[C:16]1[C:24]2[CH:23]=[C:22]([C:25]3[CH:30]=[C:29]([CH2:31][S:32]([CH3:35])(=[O:33])=[O:34])[CH:28]=[CH:27][C:26]=3[O:36][C:37]3[CH:42]=[CH:41][C:40]([F:43])=[CH:39][C:38]=3[F:44])[NH:21][C:20](=[O:45])[C:19]=2[N:18]([CH3:47])[CH:17]=1. The yield is 0.710. (4) The reactants are [C:1]([NH:24][C:25]1[CH:26]=[CH:27][C:28]([OH:35])=[C:29]([CH:34]=1)[C:30]([O:32]C)=[O:31])(=[O:23])[CH2:2][CH2:3][CH:4]=[CH:5][CH2:6][CH:7]=[CH:8][CH2:9][CH:10]=[CH:11][CH2:12][CH:13]=[CH:14][CH2:15][CH:16]=[CH:17][CH2:18][CH:19]=[CH:20][CH2:21][CH3:22].Cl. The catalyst is [OH-].[Na+].CO. The product is [C:1]([NH:24][C:25]1[CH:26]=[CH:27][C:28]([OH:35])=[C:29]([CH:34]=1)[C:30]([OH:32])=[O:31])(=[O:23])[CH2:2][CH2:3][CH:4]=[CH:5][CH2:6][CH:7]=[CH:8][CH2:9][CH:10]=[CH:11][CH2:12][CH:13]=[CH:14][CH2:15][CH:16]=[CH:17][CH2:18][CH:19]=[CH:20][CH2:21][CH3:22]. The yield is 0.900. (5) The reactants are [NH:1]1[C:9]2[C:4](=[CH:5][CH:6]=[C:7]3[O:12][CH2:11][CH2:10][C:8]3=2)[CH:3]=[C:2]1C(O)=O.O1C2C=C3C(CCN3)=CC=2C=C1C(O)=O.CCCCCCC. The catalyst is C1(OC2C=CC=CC=2)C=CC=CC=1. The product is [NH:1]1[C:9]2[C:4](=[CH:5][CH:6]=[C:7]3[O:12][CH2:11][CH2:10][C:8]3=2)[CH:3]=[CH:2]1. The yield is 0.0540. (6) The reactants are [CH3:1][C:2]1[N:3]=[CH:4][O:5][C:6]=1[C:7]1[O:8][C:9]([C:12]([F:15])([F:14])[F:13])=[CH:10][CH:11]=1.[Li+].C[Si]([N-][Si](C)(C)C)(C)C.[Cl:26]C(Cl)(Cl)C(Cl)(Cl)Cl. The catalyst is C1COCC1.CCOCC. The product is [Cl:26][C:4]1[O:5][C:6]([C:7]2[O:8][C:9]([C:12]([F:15])([F:13])[F:14])=[CH:10][CH:11]=2)=[C:2]([CH3:1])[N:3]=1. The yield is 0.840.